From a dataset of Peptide-MHC class I binding affinity with 185,985 pairs from IEDB/IMGT. Regression. Given a peptide amino acid sequence and an MHC pseudo amino acid sequence, predict their binding affinity value. This is MHC class I binding data. (1) The peptide sequence is RRQWVLAFR. The MHC is HLA-B73:01 with pseudo-sequence HLA-B73:01. The binding affinity (normalized) is 0.0847. (2) The peptide sequence is ATADLELAY. The MHC is HLA-B15:17 with pseudo-sequence HLA-B15:17. The binding affinity (normalized) is 0.770. (3) The peptide sequence is FKNSVFYSV. The MHC is HLA-A31:01 with pseudo-sequence HLA-A31:01. The binding affinity (normalized) is 0.0847. (4) The peptide sequence is NPTQAPVIQLHAVY. The MHC is HLA-B40:02 with pseudo-sequence HLA-B40:02. The binding affinity (normalized) is 0. (5) The peptide sequence is KHMWNFIGV. The MHC is H-2-Db with pseudo-sequence H-2-Db. The binding affinity (normalized) is 0.107. (6) The peptide sequence is WLVTNGSYL. The MHC is H-2-Db with pseudo-sequence H-2-Db. The binding affinity (normalized) is 0.534. (7) The peptide sequence is YTAVVPLVY. The MHC is HLA-B35:03 with pseudo-sequence HLA-B35:03. The binding affinity (normalized) is 0.0123.